Task: Predict the reaction yield, written as a fraction of the theoretical maximum amount of product (1.0 means a 100% yield; for example, 0.34 means a 34% yield).. Dataset: Reaction yield outcomes from USPTO patents with 853,638 reactions The reactants are [CH2:1]([C:17]1([CH3:75])[CH2:26][CH2:25][C:24]2[C:19](=[C:20]([CH3:74])[C:21]([CH3:73])=[C:22]([O:28][CH2:29][CH2:30][O:31][C:32](=[O:72])[NH:33][CH2:34][CH2:35][CH2:36][CH2:37][CH2:38][C:39]([N:41]3[CH2:45][CH:44]([OH:46])[CH2:43][CH:42]3[CH:47]([C:66]3[CH:71]=[CH:70][CH:69]=[CH:68][CH:67]=3)[O:48][CH:49]([C:58]3[CH:63]=[CH:62][C:61]([O:64][CH3:65])=[CH:60][CH:59]=3)[C:50]3[CH:55]=[CH:54][C:53]([O:56][CH3:57])=[CH:52][CH:51]=3)=[O:40])[C:23]=2[CH3:27])[O:18]1)[CH2:2][CH2:3][CH2:4][CH2:5][CH2:6][CH2:7][CH2:8][CH2:9][CH2:10][CH2:11][CH2:12][CH2:13][CH2:14][CH2:15][CH3:16].[C:76]1(=[O:82])[O:81][C:79](=[O:80])[CH2:78][CH2:77]1.C(N(CC)CC)C. The catalyst is CN(C1C=CN=CC=1)C.ClCCl. The product is [CH3:57][O:56][C:53]1[CH:54]=[CH:55][C:50]([CH:49]([C:58]2[CH:59]=[CH:60][C:61]([O:64][CH3:65])=[CH:62][CH:63]=2)[O:48][CH:47]([C:66]2[CH:71]=[CH:70][CH:69]=[CH:68][CH:67]=2)[CH:42]2[N:41]([C:39](=[O:40])[CH2:38][CH2:37][CH2:36][CH2:35][CH2:34][NH:33][C:32]([O:31][CH2:30][CH2:29][O:28][C:22]3[C:23]([CH3:27])=[C:24]4[C:19](=[C:20]([CH3:74])[C:21]=3[CH3:73])[O:18][C:17]([CH2:1][CH2:2][CH2:3][CH2:4][CH2:5][CH2:6][CH2:7][CH2:8][CH2:9][CH2:10][CH2:11][CH2:12][CH2:13][CH2:14][CH2:15][CH3:16])([CH3:75])[CH2:26][CH2:25]4)=[O:72])[CH2:45][CH:44]([O:46][C:76](=[O:82])[CH2:77][CH2:78][C:79]([OH:81])=[O:80])[CH2:43]2)=[CH:51][CH:52]=1. The yield is 0.510.